Dataset: Peptide-MHC class I binding affinity with 185,985 pairs from IEDB/IMGT. Task: Regression. Given a peptide amino acid sequence and an MHC pseudo amino acid sequence, predict their binding affinity value. This is MHC class I binding data. (1) The peptide sequence is SLTIPSFYT. The MHC is HLA-A24:03 with pseudo-sequence HLA-A24:03. The binding affinity (normalized) is 0.0847. (2) The MHC is HLA-A02:01 with pseudo-sequence HLA-A02:01. The peptide sequence is FLHTTFIDV. The binding affinity (normalized) is 1.00.